This data is from NCI-60 drug combinations with 297,098 pairs across 59 cell lines. The task is: Regression. Given two drug SMILES strings and cell line genomic features, predict the synergy score measuring deviation from expected non-interaction effect. (1) Drug 1: CN(C)N=NC1=C(NC=N1)C(=O)N. Drug 2: CC1C(C(=O)NC(C(=O)N2CCCC2C(=O)N(CC(=O)N(C(C(=O)O1)C(C)C)C)C)C(C)C)NC(=O)C3=C4C(=C(C=C3)C)OC5=C(C(=O)C(=C(C5=N4)C(=O)NC6C(OC(=O)C(N(C(=O)CN(C(=O)C7CCCN7C(=O)C(NC6=O)C(C)C)C)C)C(C)C)C)N)C. Cell line: LOX IMVI. Synergy scores: CSS=44.0, Synergy_ZIP=17.5, Synergy_Bliss=17.0, Synergy_Loewe=17.7, Synergy_HSA=17.7. (2) Cell line: SK-OV-3. Drug 1: CC1=C(C=C(C=C1)C(=O)NC2=CC(=CC(=C2)C(F)(F)F)N3C=C(N=C3)C)NC4=NC=CC(=N4)C5=CN=CC=C5. Drug 2: N.N.Cl[Pt+2]Cl. Synergy scores: CSS=9.62, Synergy_ZIP=0.651, Synergy_Bliss=10.8, Synergy_Loewe=-2.52, Synergy_HSA=1.46. (3) Drug 1: CC1=C2C(C(=O)C3(C(CC4C(C3C(C(C2(C)C)(CC1OC(=O)C(C(C5=CC=CC=C5)NC(=O)OC(C)(C)C)O)O)OC(=O)C6=CC=CC=C6)(CO4)OC(=O)C)O)C)O. Drug 2: CCN(CC)CCNC(=O)C1=C(NC(=C1C)C=C2C3=C(C=CC(=C3)F)NC2=O)C. Cell line: COLO 205. Synergy scores: CSS=35.9, Synergy_ZIP=10.1, Synergy_Bliss=13.3, Synergy_Loewe=10.4, Synergy_HSA=11.2.